From a dataset of Reaction yield outcomes from USPTO patents with 853,638 reactions. Predict the reaction yield, written as a fraction of the theoretical maximum amount of product (1.0 means a 100% yield; for example, 0.34 means a 34% yield). (1) The reactants are [CH2:1]([C:3]1([CH3:21])[CH:12]=[CH:11][C:10]2[C:5](=[CH:6][CH:7]=[C:8]([CH2:13][NH:14][C:15]3[CH:20]=[CH:19][CH:18]=[CH:17][CH:16]=3)[CH:9]=2)[O:4]1)[CH3:2].CCN(CC)CC.[CH3:29][O:30][C:31]1[CH:32]=[C:33]([S:39](Cl)(=[O:41])=[O:40])[CH:34]=[CH:35][C:36]=1[O:37][CH3:38].[NH4+].[Cl-]. The catalyst is C(Cl)Cl. The product is [CH2:1]([C:3]1([CH3:21])[CH:12]=[CH:11][C:10]2[C:5](=[CH:6][CH:7]=[C:8]([CH2:13][N:14]([C:15]3[CH:16]=[CH:17][CH:18]=[CH:19][CH:20]=3)[S:39]([C:33]3[CH:34]=[CH:35][C:36]([O:37][CH3:38])=[C:31]([O:30][CH3:29])[CH:32]=3)(=[O:41])=[O:40])[CH:9]=2)[O:4]1)[CH3:2]. The yield is 0.320. (2) The reactants are [NH2:1][C:2]1[O:3][C:4]([C:7]2[CH:8]=[CH:9][C:10]3[O:16][CH2:15][CH2:14][N:13](C(OC(C)(C)C)=O)[CH2:12][C:11]=3[CH:24]=2)=[CH:5][N:6]=1.Cl. The catalyst is O1CCOCC1. The product is [O:16]1[C:10]2[CH:9]=[CH:8][C:7]([C:4]3[O:3][C:2]([NH2:1])=[N:6][CH:5]=3)=[CH:24][C:11]=2[CH2:12][NH:13][CH2:14][CH2:15]1. The yield is 0.800.